Dataset: HIV replication inhibition screening data with 41,000+ compounds from the AIDS Antiviral Screen. Task: Binary Classification. Given a drug SMILES string, predict its activity (active/inactive) in a high-throughput screening assay against a specified biological target. (1) The compound is COC(=O)CCC(C)C1CCC2C3CCC4CC(=O)CCC4(C)C3CCC12C. The result is 0 (inactive). (2) The drug is CCCCC(=O)N1SC(NC(=O)OC)=Nc2ccccc21. The result is 0 (inactive).